This data is from TCR-epitope binding with 47,182 pairs between 192 epitopes and 23,139 TCRs. The task is: Binary Classification. Given a T-cell receptor sequence (or CDR3 region) and an epitope sequence, predict whether binding occurs between them. (1) The epitope is QYDPVAALF. The TCR CDR3 sequence is CASSLDSRVGNQPQHF. Result: 0 (the TCR does not bind to the epitope). (2) The epitope is KMQRMLLEK. The TCR CDR3 sequence is CASSLMDVYNEQFF. Result: 0 (the TCR does not bind to the epitope). (3) The epitope is FLPRVFSAV. The TCR CDR3 sequence is CASSEFGGDEKLFF. Result: 1 (the TCR binds to the epitope). (4) The epitope is TPQDLNTML. The TCR CDR3 sequence is CASRISGGRETQYF. Result: 1 (the TCR binds to the epitope). (5) The epitope is PKYVKQNTLKLAT. The TCR CDR3 sequence is CASSASQGSHRLDTEAFF. Result: 1 (the TCR binds to the epitope).